Dataset: NCI-60 drug combinations with 297,098 pairs across 59 cell lines. Task: Regression. Given two drug SMILES strings and cell line genomic features, predict the synergy score measuring deviation from expected non-interaction effect. Drug 1: C1CCC(CC1)NC(=O)N(CCCl)N=O. Drug 2: CN(CCCl)CCCl.Cl. Cell line: HS 578T. Synergy scores: CSS=9.30, Synergy_ZIP=-0.683, Synergy_Bliss=6.73, Synergy_Loewe=-2.13, Synergy_HSA=0.702.